From a dataset of Forward reaction prediction with 1.9M reactions from USPTO patents (1976-2016). Predict the product of the given reaction. Given the reactants [CH2:1]([O:8][CH2:9][CH2:10][CH:11]([NH:14]C(=O)OC(C)(C)C)[CH2:12][OH:13])[C:2]1[CH:7]=[CH:6][CH:5]=[CH:4][CH:3]=1.[ClH:22], predict the reaction product. The product is: [ClH:22].[NH2:14][CH:11]([CH2:10][CH2:9][O:8][CH2:1][C:2]1[CH:7]=[CH:6][CH:5]=[CH:4][CH:3]=1)[CH2:12][OH:13].